This data is from NCI-60 drug combinations with 297,098 pairs across 59 cell lines. The task is: Regression. Given two drug SMILES strings and cell line genomic features, predict the synergy score measuring deviation from expected non-interaction effect. (1) Drug 1: CC(CN1CC(=O)NC(=O)C1)N2CC(=O)NC(=O)C2. Drug 2: CC1=C(C(=CC=C1)Cl)NC(=O)C2=CN=C(S2)NC3=CC(=NC(=N3)C)N4CCN(CC4)CCO. Cell line: UACC62. Synergy scores: CSS=12.2, Synergy_ZIP=-4.15, Synergy_Bliss=-1.99, Synergy_Loewe=-0.672, Synergy_HSA=-0.871. (2) Drug 1: CC1C(C(CC(O1)OC2CC(OC(C2O)C)OC3=CC4=CC5=C(C(=O)C(C(C5)C(C(=O)C(C(C)O)O)OC)OC6CC(C(C(O6)C)O)OC7CC(C(C(O7)C)O)OC8CC(C(C(O8)C)O)(C)O)C(=C4C(=C3C)O)O)O)O. Drug 2: CN(C(=O)NC(C=O)C(C(C(CO)O)O)O)N=O. Cell line: LOX IMVI. Synergy scores: CSS=17.1, Synergy_ZIP=-1.13, Synergy_Bliss=0.0293, Synergy_Loewe=-40.3, Synergy_HSA=0.732. (3) Drug 1: CC1=C(N=C(N=C1N)C(CC(=O)N)NCC(C(=O)N)N)C(=O)NC(C(C2=CN=CN2)OC3C(C(C(C(O3)CO)O)O)OC4C(C(C(C(O4)CO)O)OC(=O)N)O)C(=O)NC(C)C(C(C)C(=O)NC(C(C)O)C(=O)NCCC5=NC(=CS5)C6=NC(=CS6)C(=O)NCCC[S+](C)C)O. Drug 2: C1CN(CCN1C(=O)CCBr)C(=O)CCBr. Cell line: HL-60(TB). Synergy scores: CSS=50.2, Synergy_ZIP=3.79, Synergy_Bliss=-11.6, Synergy_Loewe=-29.4, Synergy_HSA=-27.5. (4) Drug 1: C1=CC(=CC=C1CCCC(=O)O)N(CCCl)CCCl. Drug 2: C1CN(P(=O)(OC1)NCCCl)CCCl. Cell line: 786-0. Synergy scores: CSS=23.7, Synergy_ZIP=-13.3, Synergy_Bliss=-13.7, Synergy_Loewe=-26.1, Synergy_HSA=-14.1. (5) Drug 1: CC1=CC=C(C=C1)C2=CC(=NN2C3=CC=C(C=C3)S(=O)(=O)N)C(F)(F)F. Drug 2: COCCOC1=C(C=C2C(=C1)C(=NC=N2)NC3=CC=CC(=C3)C#C)OCCOC.Cl. Cell line: 786-0. Synergy scores: CSS=8.74, Synergy_ZIP=-1.87, Synergy_Bliss=1.43, Synergy_Loewe=-0.803, Synergy_HSA=1.49. (6) Drug 1: CC12CCC(CC1=CCC3C2CCC4(C3CC=C4C5=CN=CC=C5)C)O. Drug 2: C1CN(P(=O)(OC1)NCCCl)CCCl. Cell line: M14. Synergy scores: CSS=-3.61, Synergy_ZIP=0.563, Synergy_Bliss=-2.88, Synergy_Loewe=-6.74, Synergy_HSA=-4.81. (7) Drug 1: COC1=C(C=C2C(=C1)N=CN=C2NC3=CC(=C(C=C3)F)Cl)OCCCN4CCOCC4. Drug 2: C1C(C(OC1N2C=NC3=C2NC=NCC3O)CO)O. Cell line: HL-60(TB). Synergy scores: CSS=6.42, Synergy_ZIP=-2.97, Synergy_Bliss=-2.38, Synergy_Loewe=-6.80, Synergy_HSA=-1.73. (8) Drug 1: C1=CC(=CC=C1CCC2=CNC3=C2C(=O)NC(=N3)N)C(=O)NC(CCC(=O)O)C(=O)O. Drug 2: C(CCl)NC(=O)N(CCCl)N=O. Cell line: RPMI-8226. Synergy scores: CSS=33.6, Synergy_ZIP=-6.36, Synergy_Bliss=-7.13, Synergy_Loewe=-14.2, Synergy_HSA=-3.83. (9) Drug 1: CC(C)(C#N)C1=CC(=CC(=C1)CN2C=NC=N2)C(C)(C)C#N. Drug 2: C1CCC(C(C1)N)N.C(=O)(C(=O)[O-])[O-].[Pt+4]. Cell line: COLO 205. Synergy scores: CSS=35.0, Synergy_ZIP=2.73, Synergy_Bliss=0.576, Synergy_Loewe=9.26, Synergy_HSA=5.89.